This data is from Peptide-MHC class I binding affinity with 185,985 pairs from IEDB/IMGT. The task is: Regression. Given a peptide amino acid sequence and an MHC pseudo amino acid sequence, predict their binding affinity value. This is MHC class I binding data. The peptide sequence is LDLPPIIQRL. The MHC is Patr-B2401 with pseudo-sequence Patr-B2401. The binding affinity (normalized) is 0.